Task: Regression/Classification. Given a drug SMILES string, predict its absorption, distribution, metabolism, or excretion properties. Task type varies by dataset: regression for continuous measurements (e.g., permeability, clearance, half-life) or binary classification for categorical outcomes (e.g., BBB penetration, CYP inhibition). Dataset: cyp1a2_veith.. Dataset: CYP1A2 inhibition data for predicting drug metabolism from PubChem BioAssay The molecule is O=C(CCC1CCCCC1)Nc1c2c(nn1-c1ccc(F)cc1)CS(=O)(=O)C2. The result is 0 (non-inhibitor).